This data is from Peptide-MHC class II binding affinity with 134,281 pairs from IEDB. The task is: Regression. Given a peptide amino acid sequence and an MHC pseudo amino acid sequence, predict their binding affinity value. This is MHC class II binding data. (1) The peptide sequence is FLIMRNLTNLLSARK. The MHC is DRB1_0404 with pseudo-sequence DRB1_0404. The binding affinity (normalized) is 0.959. (2) The peptide sequence is ATFEAMYLGTCKTLT. The MHC is DRB1_0901 with pseudo-sequence DRB1_0901. The binding affinity (normalized) is 0.589. (3) The binding affinity (normalized) is 0.0828. The peptide sequence is ALTALIRDPPADSTG. The MHC is HLA-DQA10501-DQB10201 with pseudo-sequence HLA-DQA10501-DQB10201. (4) The peptide sequence is NASHCNEMSWIQSIP. The MHC is DRB1_0101 with pseudo-sequence DRB1_0101. The binding affinity (normalized) is 0.210. (5) The peptide sequence is RLAVMGDVAWDFSSA. The MHC is DRB1_1101 with pseudo-sequence DRB1_1101. The binding affinity (normalized) is 0.245. (6) The peptide sequence is AFICDGDNLFPKV. The MHC is HLA-DQA10501-DQB10201 with pseudo-sequence HLA-DQA10501-DQB10201. The binding affinity (normalized) is 0.627.